Dataset: Full USPTO retrosynthesis dataset with 1.9M reactions from patents (1976-2016). Task: Predict the reactants needed to synthesize the given product. (1) Given the product [OH:25][C:21]1[CH:20]=[C:19]([C:8]2[N:7]=[C:6]3[C:11]([NH:12][C:13](=[O:14])[N:5]3[CH2:1][CH:2]([CH3:3])[CH3:4])=[C:10]([C:15]([NH2:36])=[O:17])[N:9]=2)[CH:24]=[CH:23][CH:22]=1, predict the reactants needed to synthesize it. The reactants are: [CH2:1]([N:5]1[C:13](=[O:14])[NH:12][C:11]2[C:6]1=[N:7][C:8]([C:19]1[CH:24]=[CH:23][CH:22]=[C:21]([O:25][Si](C(C)C)(C(C)C)C(C)C)[CH:20]=1)=[N:9][C:10]=2[C:15]([O:17]C)=O)[CH:2]([CH3:4])[CH3:3].[NH2:36]C1C(C(OC)=O)=NC(C2C=CC=C(O[Si](C(C)C)(C(C)C)C(C)C)C=2)=NC=1NC1C2C(=CC=CC=2)CC1. (2) Given the product [CH3:29][C:30]1[CH:35]=[C:34]([C:36]#[C:37][CH:38]=[C:2]([CH3:4])[CH3:3])[N:33]=[C:32]([O:40][C:41]2[N:45]([CH3:46])[N:44]=[C:43]([C:47]([F:50])([F:49])[F:48])[CH:42]=2)[CH:31]=1, predict the reactants needed to synthesize it. The reactants are: [I-].[CH:2](P(C1C=CC=CC=1)(C1C=CC=CC=1)C1C=CC=CC=1)([CH3:4])[CH3:3].C([Li])CCC.[CH3:29][C:30]1[CH:35]=[C:34]([C:36]#[C:37][CH:38]=O)[N:33]=[C:32]([O:40][C:41]2[N:45]([CH3:46])[N:44]=[C:43]([C:47]([F:50])([F:49])[F:48])[CH:42]=2)[CH:31]=1. (3) Given the product [O:29]1[C:28]2[CH:32]=[CH:33][C:25]([C:17]3[C:18]([O:23][CH3:24])=[N:19][N:20]([CH3:21])[C:16]=3[NH:15][S:11]([C:8]3[CH:9]=[CH:10][C:5]([C:1]([CH3:4])([CH3:3])[CH3:2])=[CH:6][CH:7]=3)(=[O:13])=[O:12])=[CH:26][C:27]=2[O:31][CH2:30]1, predict the reactants needed to synthesize it. The reactants are: [C:1]([C:5]1[CH:10]=[CH:9][C:8]([S:11](Cl)(=[O:13])=[O:12])=[CH:7][CH:6]=1)([CH3:4])([CH3:3])[CH3:2].[NH2:15][C:16]1[N:20]([CH3:21])[NH:19][C:18]([O:23][CH3:24])(O)[C:17]=1[C:25]1[CH:33]=[CH:32][C:28]2[O:29][CH2:30][O:31][C:27]=2[CH:26]=1.CN(C1C=CC=CN=1)C. (4) Given the product [CH3:1][O:2][C:3](=[O:14])[CH:4]=[CH:5][C:6]1[CH:11]=[CH:10][C:9]([F:12])=[CH:8][C:7]=1[O:13][CH2:22][CH2:23][CH3:24], predict the reactants needed to synthesize it. The reactants are: [CH3:1][O:2][C:3](=[O:14])[CH:4]=[CH:5][C:6]1[CH:11]=[CH:10][C:9]([F:12])=[CH:8][C:7]=1[OH:13].C([O-])([O-])=O.[K+].[K+].[I-].[CH3:22][CH2:23][CH3:24]. (5) The reactants are: [NH2:1][C:2]1[C:3]([C:19]([O:21]C)=O)=[N:4][C:5]([C:8]2[CH:13]=[CH:12][C:11]([C:14](=[O:18])[N:15]([CH3:17])[CH3:16])=[CH:10][CH:9]=2)=[CH:6][N:7]=1.[NH2:23][NH2:24]. Given the product [NH2:1][C:2]1[N:7]=[CH:6][C:5]([C:8]2[CH:9]=[CH:10][C:11]([C:14]([N:15]([CH3:16])[CH3:17])=[O:18])=[CH:12][CH:13]=2)=[N:4][C:3]=1[C:19]([NH:23][NH2:24])=[O:21], predict the reactants needed to synthesize it.